This data is from Peptide-MHC class I binding affinity with 185,985 pairs from IEDB/IMGT. The task is: Regression. Given a peptide amino acid sequence and an MHC pseudo amino acid sequence, predict their binding affinity value. This is MHC class I binding data. (1) The peptide sequence is TSAICSVVR. The MHC is Patr-A0301 with pseudo-sequence Patr-A0301. The binding affinity (normalized) is 0.504. (2) The peptide sequence is DPRDDLSGM. The MHC is HLA-B07:02 with pseudo-sequence HLA-B07:02. The binding affinity (normalized) is 0.172. (3) The peptide sequence is TLYCVHQEI. The binding affinity (normalized) is 0.797. The MHC is HLA-A02:03 with pseudo-sequence HLA-A02:03. (4) The peptide sequence is SENERGYYI. The MHC is Mamu-A11 with pseudo-sequence Mamu-A11. The binding affinity (normalized) is 0.834. (5) The peptide sequence is MPAYIRNTL. The MHC is HLA-B45:06 with pseudo-sequence HLA-B45:06. The binding affinity (normalized) is 0.213. (6) The binding affinity (normalized) is 0.551. The MHC is HLA-B15:17 with pseudo-sequence HLA-B15:17. The peptide sequence is SVFPFDGTR. (7) The peptide sequence is DSQGLPEEL. The MHC is H-2-Kb with pseudo-sequence H-2-Kb. The binding affinity (normalized) is 0.